From a dataset of NCI-60 drug combinations with 297,098 pairs across 59 cell lines. Regression. Given two drug SMILES strings and cell line genomic features, predict the synergy score measuring deviation from expected non-interaction effect. (1) Drug 1: CNC(=O)C1=NC=CC(=C1)OC2=CC=C(C=C2)NC(=O)NC3=CC(=C(C=C3)Cl)C(F)(F)F. Drug 2: C1CN(CCN1C(=O)CCBr)C(=O)CCBr. Cell line: SN12C. Synergy scores: CSS=37.3, Synergy_ZIP=10.2, Synergy_Bliss=19.9, Synergy_Loewe=10.9, Synergy_HSA=14.9. (2) Drug 1: C1CN1P(=S)(N2CC2)N3CC3. Drug 2: CC1C(C(CC(O1)OC2CC(OC(C2O)C)OC3=CC4=CC5=C(C(=O)C(C(C5)C(C(=O)C(C(C)O)O)OC)OC6CC(C(C(O6)C)O)OC7CC(C(C(O7)C)O)OC8CC(C(C(O8)C)O)(C)O)C(=C4C(=C3C)O)O)O)O. Cell line: CCRF-CEM. Synergy scores: CSS=67.0, Synergy_ZIP=1.04, Synergy_Bliss=3.42, Synergy_Loewe=2.05, Synergy_HSA=3.09. (3) Drug 1: COC1=C(C=C2C(=C1)N=CN=C2NC3=CC(=C(C=C3)F)Cl)OCCCN4CCOCC4. Drug 2: CN(C)C1=NC(=NC(=N1)N(C)C)N(C)C. Cell line: SK-OV-3. Synergy scores: CSS=37.4, Synergy_ZIP=-2.26, Synergy_Bliss=1.85, Synergy_Loewe=-30.8, Synergy_HSA=1.42. (4) Drug 1: C1=CC(=CC=C1CCC2=CNC3=C2C(=O)NC(=N3)N)C(=O)NC(CCC(=O)O)C(=O)O. Drug 2: C1CNP(=O)(OC1)N(CCCl)CCCl. Cell line: RXF 393. Synergy scores: CSS=21.0, Synergy_ZIP=11.6, Synergy_Bliss=12.1, Synergy_Loewe=-1.12, Synergy_HSA=9.04. (5) Drug 1: C1CN(CCN1C(=O)CCBr)C(=O)CCBr. Drug 2: CC(C)CN1C=NC2=C1C3=CC=CC=C3N=C2N. Cell line: OVCAR-5. Synergy scores: CSS=12.1, Synergy_ZIP=-3.03, Synergy_Bliss=-1.68, Synergy_Loewe=-1.79, Synergy_HSA=-1.78. (6) Drug 1: CC1C(C(CC(O1)OC2CC(CC3=C2C(=C4C(=C3O)C(=O)C5=C(C4=O)C(=CC=C5)OC)O)(C(=O)CO)O)N)O.Cl. Drug 2: CN(CCCl)CCCl.Cl. Cell line: T-47D. Synergy scores: CSS=46.7, Synergy_ZIP=-14.5, Synergy_Bliss=-3.74, Synergy_Loewe=-0.702, Synergy_HSA=-0.175.